Dataset: Reaction yield outcomes from USPTO patents with 853,638 reactions. Task: Predict the reaction yield, written as a fraction of the theoretical maximum amount of product (1.0 means a 100% yield; for example, 0.34 means a 34% yield). The reactants are [F:1][C:2]([F:19])([F:18])[C:3]1[CH:4]=[C:5]([C:9]#[C:10][C:11]2[CH:17]=[CH:16][CH:15]=[CH:14][C:12]=2[NH2:13])[CH:6]=[CH:7][CH:8]=1.[C:20](O[C:20]([C:22]([F:25])([F:24])[F:23])=[O:21])([C:22]([F:25])([F:24])[F:23])=[O:21].C([O-])(O)=O.[Na+]. The catalyst is C1COCC1.CCOC(C)=O. The product is [F:23][C:22]([F:25])([F:24])[C:20]([NH:13][C:12]1[CH:14]=[CH:15][CH:16]=[CH:17][C:11]=1[C:10]#[C:9][C:5]1[CH:6]=[CH:7][CH:8]=[C:3]([C:2]([F:18])([F:19])[F:1])[CH:4]=1)=[O:21]. The yield is 0.710.